From a dataset of Aqueous solubility values for 9,982 compounds from the AqSolDB database. Regression/Classification. Given a drug SMILES string, predict its absorption, distribution, metabolism, or excretion properties. Task type varies by dataset: regression for continuous measurements (e.g., permeability, clearance, half-life) or binary classification for categorical outcomes (e.g., BBB penetration, CYP inhibition). For this dataset (solubility_aqsoldb), we predict Y. The compound is Nc1ccc(OCCO)c(N)c1. The Y is -0.234 log mol/L.